Dataset: NCI-60 drug combinations with 297,098 pairs across 59 cell lines. Task: Regression. Given two drug SMILES strings and cell line genomic features, predict the synergy score measuring deviation from expected non-interaction effect. (1) Drug 1: CN(CC1=CN=C2C(=N1)C(=NC(=N2)N)N)C3=CC=C(C=C3)C(=O)NC(CCC(=O)O)C(=O)O. Drug 2: N.N.Cl[Pt+2]Cl. Cell line: HCT-15. Synergy scores: CSS=67.2, Synergy_ZIP=-7.00, Synergy_Bliss=-4.49, Synergy_Loewe=-24.3, Synergy_HSA=-5.48. (2) Synergy scores: CSS=10.8, Synergy_ZIP=-0.215, Synergy_Bliss=6.33, Synergy_Loewe=3.20, Synergy_HSA=7.67. Cell line: SNB-19. Drug 2: C1C(C(OC1N2C=NC3=C(N=C(N=C32)Cl)N)CO)O. Drug 1: C1CC(=O)NC(=O)C1N2CC3=C(C2=O)C=CC=C3N. (3) Drug 1: CCC(=C(C1=CC=CC=C1)C2=CC=C(C=C2)OCCN(C)C)C3=CC=CC=C3.C(C(=O)O)C(CC(=O)O)(C(=O)O)O. Drug 2: CC1=C(C(=O)C2=C(C1=O)N3CC4C(C3(C2COC(=O)N)OC)N4)N. Cell line: LOX IMVI. Synergy scores: CSS=32.5, Synergy_ZIP=-0.423, Synergy_Bliss=-0.296, Synergy_Loewe=-16.4, Synergy_HSA=0.477.